This data is from Full USPTO retrosynthesis dataset with 1.9M reactions from patents (1976-2016). The task is: Predict the reactants needed to synthesize the given product. (1) Given the product [C:26]([OH:33])(=[O:32])/[CH:27]=[CH:28]\[C:29]([OH:31])=[O:30].[C:26]([OH:33])(=[O:32])/[CH:27]=[CH:28]\[C:29]([OH:31])=[O:30].[CH2:1]([C:5]1[N:6]=[C:7]([NH2:25])[C:8]2[NH:13][N:12]=[C:11]([CH2:14][CH2:15][CH2:16][CH2:17][CH2:18][CH2:19][N:20]3[CH2:24][CH2:23][CH2:22][CH2:21]3)[C:9]=2[N:10]=1)[CH2:2][CH2:3][CH3:4], predict the reactants needed to synthesize it. The reactants are: [CH2:1]([C:5]1[N:6]=[C:7]([NH2:25])[C:8]2[NH:13][N:12]=[C:11]([CH2:14][CH2:15][CH2:16][CH2:17][CH2:18][CH2:19][N:20]3[CH2:24][CH2:23][CH2:22][CH2:21]3)[C:9]=2[N:10]=1)[CH2:2][CH2:3][CH3:4].[C:26]([OH:33])(=[O:32])/[CH:27]=[CH:28]\[C:29]([OH:31])=[O:30]. (2) Given the product [Br:1][C:2]1[CH:7]=[C:6]([F:8])[CH:5]=[C:4]([F:9])[C:3]=1[O:10][C@H:17]([CH2:12][CH:13]=[CH2:14])[CH3:16], predict the reactants needed to synthesize it. The reactants are: [Br:1][C:2]1[CH:7]=[C:6]([F:8])[CH:5]=[C:4]([F:9])[C:3]=1[OH:10].Br[C:12]1[CH:17]=[C:16](F)C(F)=[CH:14][C:13]=1O[C@H](CC=C)C. (3) Given the product [CH3:1][C:2]1[CH:3]=[C:4]([CH:22]=[CH:23][CH:24]=1)[NH:5][C:6]1[C:15]2[C:10](=[CH:11][CH:12]=[CH:13][CH:14]=2)[C:9]([CH:16]=[O:17])=[N:8][N:7]=1, predict the reactants needed to synthesize it. The reactants are: [CH3:1][C:2]1[CH:3]=[C:4]([CH:22]=[CH:23][CH:24]=1)[NH:5][C:6]1[C:15]2[C:10](=[CH:11][CH:12]=[CH:13][CH:14]=2)[C:9]([CH:16]2OCOC[O:17]2)=[N:8][N:7]=1.[OH-].[Na+]. (4) Given the product [NH2:7][C:8]1[CH:13]=[CH:12][CH:11]=[CH:10][C:9]=1[C:14]([C:15]1[CH:20]=[CH:19][CH:18]=[CH:17][C:16]=1[Cl:21])=[O:22], predict the reactants needed to synthesize it. The reactants are: C(OC(=O)[NH:7][C:8]1[CH:13]=[CH:12][CH:11]=[CH:10][C:9]=1[C:14](=[O:22])[C:15]1[CH:20]=[CH:19][CH:18]=[CH:17][C:16]=1[Cl:21])(C)(C)C. (5) Given the product [C:30]([S:32][CH:6]1[CH2:11][CH2:10][N:9]([C:12]2[S:13][CH:14]=[C:15]([C:17]([O:19][CH2:20][C:21]3[CH:22]=[CH:23][C:24]([N+:27]([O-:29])=[O:28])=[CH:25][CH:26]=3)=[O:18])[N:16]=2)[CH2:8][CH2:7]1)(=[O:33])[CH3:31], predict the reactants needed to synthesize it. The reactants are: CS(O[CH:6]1[CH2:11][CH2:10][N:9]([C:12]2[S:13][CH:14]=[C:15]([C:17]([O:19][CH2:20][C:21]3[CH:26]=[CH:25][C:24]([N+:27]([O-:29])=[O:28])=[CH:23][CH:22]=3)=[O:18])[N:16]=2)[CH2:8][CH2:7]1)(=O)=O.[C:30]([O-:33])(=[S:32])[CH3:31].[K+]. (6) Given the product [NH2:11][C:2]1[N:7]=[CH:6][C:5]([C:8](=[O:10])[CH3:9])=[CH:4][CH:3]=1, predict the reactants needed to synthesize it. The reactants are: Cl[C:2]1[N:7]=[CH:6][C:5]([C:8](=[O:10])[CH3:9])=[CH:4][CH:3]=1.[NH4+:11].[OH-]. (7) Given the product [Cl:1][C:2]1[S:6][C:5]([CH:7]=[O:8])=[CH:4][C:3]=1[S:9][C:10]1[CH:15]=[CH:14][CH:13]=[C:12]([Cl:16])[CH:11]=1, predict the reactants needed to synthesize it. The reactants are: [Cl:1][C:2]1[S:6][C:5]([CH2:7][OH:8])=[CH:4][C:3]=1[S:9][C:10]1[CH:15]=[CH:14][CH:13]=[C:12]([Cl:16])[CH:11]=1. (8) Given the product [C:23]([C:22]1[CH:25]=[C:18]([C:16]2[O:15][N:14]=[C:13]([C:8]3[CH:7]=[CH:6][CH:5]=[C:4]4[C:9]=3[CH2:10][CH2:11][CH2:12][C@H:3]4[NH:2][CH2:31][C:32]([O:34][CH3:35])=[O:33])[N:17]=2)[CH:19]=[CH:20][C:21]=1[O:26][CH:27]([CH3:29])[CH3:28])#[N:24], predict the reactants needed to synthesize it. The reactants are: Cl.[NH2:2][C@@H:3]1[CH2:12][CH2:11][CH2:10][C:9]2[C:8]([C:13]3[N:17]=[C:16]([C:18]4[CH:19]=[CH:20][C:21]([O:26][CH:27]([CH3:29])[CH3:28])=[C:22]([CH:25]=4)[C:23]#[N:24])[O:15][N:14]=3)=[CH:7][CH:6]=[CH:5][C:4]1=2.Br[CH2:31][C:32]([O:34][CH3:35])=[O:33].C([O-])([O-])=O.[K+].[K+]. (9) The reactants are: [CH2:1]([O:8][C:9]1[CH:24]=[C:23]([CH:25]=[O:26])[C:22]([Cl:27])=[CH:21][C:10]=1[C:11]([O:13][CH2:14][C:15]1[CH:20]=[CH:19][CH:18]=[CH:17][CH:16]=1)=[O:12])[C:2]1[CH:7]=[CH:6][CH:5]=[CH:4][CH:3]=1.CC(CC)=C.S(=O)(=O)([OH:35])N.Cl([O-])=O.[Na+].S([O-])([O-])(=O)=S.[Na+].[Na+]. Given the product [CH2:1]([O:8][C:9]1[C:10]([C:11]([O:13][CH2:14][C:15]2[CH:20]=[CH:19][CH:18]=[CH:17][CH:16]=2)=[O:12])=[CH:21][C:22]([Cl:27])=[C:23]([CH:24]=1)[C:25]([OH:35])=[O:26])[C:2]1[CH:3]=[CH:4][CH:5]=[CH:6][CH:7]=1, predict the reactants needed to synthesize it.